The task is: Predict which catalyst facilitates the given reaction.. This data is from Catalyst prediction with 721,799 reactions and 888 catalyst types from USPTO. (1) Reactant: [CH3:1][O:2][C:3](=[O:14])[C:4]1[CH:9]=[CH:8][C:7]([N+:10]([O-:12])=[O:11])=[CH:6][C:5]=1[CH3:13].[Br:15]N1C(=O)CCC1=O.C(OOC(=O)C1C=CC=CC=1)(=O)C1C=CC=CC=1. Product: [CH3:1][O:2][C:3](=[O:14])[C:4]1[CH:9]=[CH:8][C:7]([N+:10]([O-:12])=[O:11])=[CH:6][C:5]=1[CH2:13][Br:15]. The catalyst class is: 53. (2) Reactant: Cl.[C:2]([C:4]1[CH:9]=[CH:8][C:7]([C:10]2[N:11]=[C:12]([N:20]3[CH2:25][CH2:24][N:23]([CH2:26][CH3:27])[CH2:22][CH2:21]3)[C:13]3[C:18]([CH:19]=2)=[CH:17][CH:16]=[CH:15][CH:14]=3)=[CH:6][CH:5]=1)#[N:3].[OH-:28].[Na+]. Product: [CH2:26]([N:23]1[CH2:22][CH2:21][N:20]([C:12]2[C:13]3[C:18](=[CH:17][CH:16]=[CH:15][CH:14]=3)[CH:19]=[C:10]([C:7]3[CH:6]=[CH:5][C:4]([C:2](=[O:28])[NH2:3])=[CH:9][CH:8]=3)[N:11]=2)[CH2:25][CH2:24]1)[CH3:27]. The catalyst class is: 65. (3) Reactant: [F:1][C:2]([F:47])([F:46])[C:3]1[CH:4]=[C:5]([CH:43]=[CH:44][CH:45]=1)[CH2:6][NH:7][C:8]([C:10]1[CH:15]=[CH:14][N:13]=[C:12]([C:16]2[CH:21]=[C:20]([Cl:22])[CH:19]=[CH:18][C:17]=2[NH:23][C:24]([C:26]2[CH:27]=[C:28]([CH:40]=[CH:41][CH:42]=2)[CH2:29][S:30][CH2:31][CH2:32][C:33]([O:35]C(C)(C)C)=[O:34])=[O:25])[CH:11]=1)=[O:9].FC(F)(F)C(O)=O. Product: [F:46][C:2]([F:1])([F:47])[C:3]1[CH:4]=[C:5]([CH:43]=[CH:44][CH:45]=1)[CH2:6][NH:7][C:8]([C:10]1[CH:15]=[CH:14][N:13]=[C:12]([C:16]2[CH:21]=[C:20]([Cl:22])[CH:19]=[CH:18][C:17]=2[NH:23][C:24]([C:26]2[CH:27]=[C:28]([CH:40]=[CH:41][CH:42]=2)[CH2:29][S:30][CH2:31][CH2:32][C:33]([OH:35])=[O:34])=[O:25])[CH:11]=1)=[O:9]. The catalyst class is: 4. (4) Reactant: Cl.[NH:2]1[C@@H:10]2[C@H:5]([CH2:6][CH2:7][CH2:8][CH2:9]2)[CH2:4][C@H:3]1[C:11]([OH:13])=[O:12].S(Cl)([Cl:16])=O.[CH2:18](O)[C:19]1[CH:24]=[CH:23][CH:22]=[CH:21][CH:20]=1. Product: [ClH:16].[NH:2]1[C@@H:10]2[C@H:5]([CH2:6][CH2:7][CH2:8][CH2:9]2)[CH2:4][C@H:3]1[C:11]([O:13][CH2:18][C:19]1[CH:24]=[CH:23][CH:22]=[CH:21][CH:20]=1)=[O:12]. The catalyst class is: 4. (5) Reactant: [CH:1]1[N:5]([CH2:6][O:7][CH2:8][CH2:9][OH:10])[C:4]2[N:11]=[C:12]([NH2:16])[N:13]=[C:14]([OH:15])[C:3]=2[N:2]=1.[H-].[Na+].Br[CH2:20][C:21]([C:23]1[CH:28]=[CH:27][C:26]([Cl:29])=[CH:25][CH:24]=1)=O.N. Product: [OH:10][CH2:9][CH2:8][O:7][CH2:6][N:5]1[C:4]2[N:11]=[C:12]3[N:13]([CH:20]=[C:21]([C:23]4[CH:28]=[CH:27][C:26]([Cl:29])=[CH:25][CH:24]=4)[NH:16]3)[C:14](=[O:15])[C:3]=2[N:2]=[CH:1]1. The catalyst class is: 3. (6) Reactant: C(OC([N:8]1[CH2:13][CH2:12][N:11]([C:14]2[CH:19]=[CH:18][C:17]([C:20]3[O:24][C:23]([C:25]4[CH:33]=[CH:32][C:31]([C:34]([F:37])([F:36])[F:35])=[C:30]5[C:26]=4[CH:27]=[CH:28][NH:29]5)=[N:22][C:21]=3[C:38](=[O:40])[NH2:39])=[CH:16][CH:15]=2)[CH2:10][C:9]1([CH3:42])[CH3:41])=O)(C)(C)C. Product: [F:36][C:34]([F:35])([F:37])[C:31]1[CH:32]=[CH:33][C:25]([C:23]2[O:24][C:20]([C:17]3[CH:16]=[CH:15][C:14]([N:11]4[CH2:12][CH2:13][NH:8][C:9]([CH3:41])([CH3:42])[CH2:10]4)=[CH:19][CH:18]=3)=[C:21]([C:38]([NH2:39])=[O:40])[N:22]=2)=[C:26]2[C:30]=1[NH:29][CH:28]=[CH:27]2. The catalyst class is: 157. (7) Reactant: [C:1]([C:5]1[CH:10]=[CH:9][CH:8]=[CH:7][C:6]=1[N:11]1[CH2:16][CH2:15][N:14]([C:17]([C:19]2[N:20]([CH3:29])[C:21]3[C:26]([CH:27]=2)=[CH:25][C:24]([OH:28])=[CH:23][CH:22]=3)=[O:18])[CH2:13][CH2:12]1)([CH3:4])([CH3:3])[CH3:2].Br[CH2:31][C:32]([O:34][CH3:35])=[O:33].C(=O)([O-])[O-].[K+].[K+].CN(C)C=O. Product: [C:1]([C:5]1[CH:10]=[CH:9][CH:8]=[CH:7][C:6]=1[N:11]1[CH2:12][CH2:13][N:14]([C:17]([C:19]2[N:20]([CH3:29])[C:21]3[C:26]([CH:27]=2)=[CH:25][C:24]([O:28][CH2:31][C:32]([O:34][CH3:35])=[O:33])=[CH:23][CH:22]=3)=[O:18])[CH2:15][CH2:16]1)([CH3:4])([CH3:2])[CH3:3]. The catalyst class is: 6. (8) Reactant: [F:1][C:2]1[CH:3]=[C:4]2[C:12](=[CH:13][CH:14]=1)[N:11]([CH2:15][CH2:16][CH2:17][CH2:18][CH2:19][C:20]([O:22][CH2:23][CH3:24])=[O:21])[C:10]1[CH2:9][CH2:8][C:7](=[CH2:25])[C:6](=[O:26])[C:5]2=1.[CH2:27]([N:31]1[CH2:36][CH2:35][NH:34][CH2:33][CH2:32]1)[CH2:28][CH2:29][CH3:30]. Product: [CH2:27]([N:31]1[CH2:36][CH2:35][N:34]([CH2:25][CH:7]2[C:6](=[O:26])[C:5]3[C:4]4[C:12](=[CH:13][CH:14]=[C:2]([F:1])[CH:3]=4)[N:11]([CH2:15][CH2:16][CH2:17][CH2:18][CH2:19][C:20]([O:22][CH2:23][CH3:24])=[O:21])[C:10]=3[CH2:9][CH2:8]2)[CH2:33][CH2:32]1)[CH2:28][CH2:29][CH3:30]. The catalyst class is: 11. (9) Reactant: [CH3:1][C:2]([C:4]1[CH:9]=[CH:8][C:7]([I:10])=[CH:6][CH:5]=1)=[O:3].[O:11]1[CH:15]=[CH:14][C:13]([CH:16]=O)=[CH:12]1.[OH-].[K+]. Product: [O:11]1[CH:15]=[CH:14][C:13]([CH:16]=[CH:1][C:2]([C:4]2[CH:9]=[CH:8][C:7]([I:10])=[CH:6][CH:5]=2)=[O:3])=[CH:12]1. The catalyst class is: 8.